Dataset: Full USPTO retrosynthesis dataset with 1.9M reactions from patents (1976-2016). Task: Predict the reactants needed to synthesize the given product. Given the product [Cl:13][C:14]1[CH:19]=[C:18]([O:20][CH2:21][CH:22]=[C:23]([Cl:24])[Cl:25])[CH:17]=[C:16]([Cl:26])[C:15]=1[CH2:27][O:8][C:7](=[O:9])[CH2:6][O:5][C:4]1[CH:10]=[CH:11][CH:12]=[C:2]([Cl:1])[CH:3]=1, predict the reactants needed to synthesize it. The reactants are: [Cl:1][C:2]1[CH:3]=[C:4]([CH:10]=[CH:11][CH:12]=1)[O:5][CH2:6][C:7]([OH:9])=[O:8].[Cl:13][C:14]1[CH:19]=[C:18]([O:20][CH2:21][CH:22]=[C:23]([Cl:25])[Cl:24])[CH:17]=[C:16]([Cl:26])[C:15]=1[CH2:27]O.Cl.CN(C)CCCN=C=NCC.